This data is from Full USPTO retrosynthesis dataset with 1.9M reactions from patents (1976-2016). The task is: Predict the reactants needed to synthesize the given product. (1) Given the product [C:10]([C:5]1[N:6]=[C:7]([CH2:8][CH3:9])[C:2]([NH:33][CH2:34][CH:35]2[CH2:40][CH2:39][N:38]([C:41]([O:43][C:44]([CH3:47])([CH3:46])[CH3:45])=[O:42])[CH2:37][CH2:36]2)=[N:3][C:4]=1[NH:13][C:14]1[CH:19]=[CH:18][C:17]([N:20]2[CH2:25][CH2:24][CH:23]([N:26]3[CH2:31][CH2:30][N:29]([CH3:32])[CH2:28][CH2:27]3)[CH2:22][CH2:21]2)=[CH:16][CH:15]=1)(=[O:11])[NH2:12], predict the reactants needed to synthesize it. The reactants are: Cl[C:2]1[N:3]=[C:4]([NH:13][C:14]2[CH:19]=[CH:18][C:17]([N:20]3[CH2:25][CH2:24][CH:23]([N:26]4[CH2:31][CH2:30][N:29]([CH3:32])[CH2:28][CH2:27]4)[CH2:22][CH2:21]3)=[CH:16][CH:15]=2)[C:5]([C:10]([NH2:12])=[O:11])=[N:6][C:7]=1[CH2:8][CH3:9].[NH2:33][CH2:34][CH:35]1[CH2:40][CH2:39][N:38]([C:41]([O:43][C:44]([CH3:47])([CH3:46])[CH3:45])=[O:42])[CH2:37][CH2:36]1.C(N(C(C)C)CC)(C)C. (2) Given the product [CH2:39]([O:38][C:36](=[O:37])[N:7]([CH:1]1[CH2:2][CH2:3][CH2:4][CH2:5][CH2:6]1)[C:8]1[CH:13]=[CH:12][CH:11]=[C:10]([O:14][C:15]2[CH:20]=[CH:19][C:18]([N+:21]([O-:23])=[O:22])=[C:17]([CH:24]([O:25][CH3:26])[O:27][CH3:28])[CH:16]=2)[CH:9]=1)[C:40]1[CH:45]=[CH:44][CH:43]=[CH:42][CH:41]=1, predict the reactants needed to synthesize it. The reactants are: [CH:1]1([NH:7][C:8]2[CH:13]=[CH:12][CH:11]=[C:10]([O:14][C:15]3[CH:20]=[CH:19][C:18]([N+:21]([O-:23])=[O:22])=[C:17]([CH:24]([O:27][CH3:28])[O:25][CH3:26])[CH:16]=3)[CH:9]=2)[CH2:6][CH2:5][CH2:4][CH2:3][CH2:2]1.C([O-])([O-])=O.[Na+].[Na+].Cl[C:36]([O:38][CH2:39][C:40]1[CH:45]=[CH:44][CH:43]=[CH:42][CH:41]=1)=[O:37].